Dataset: Full USPTO retrosynthesis dataset with 1.9M reactions from patents (1976-2016). Task: Predict the reactants needed to synthesize the given product. Given the product [F:21][C:20]([F:22])([F:23])[C:17]1[CH:16]=[CH:15][C:14]([CH2:13][CH2:12][NH:11][CH2:10][CH2:9][OH:8])=[CH:19][CH:18]=1, predict the reactants needed to synthesize it. The reactants are: [Li+].[BH4-].C[Si](Cl)(C)C.[OH:8][CH2:9][CH2:10][NH:11][C:12](=O)[CH2:13][C:14]1[CH:19]=[CH:18][C:17]([C:20]([F:23])([F:22])[F:21])=[CH:16][CH:15]=1.